From a dataset of Full USPTO retrosynthesis dataset with 1.9M reactions from patents (1976-2016). Predict the reactants needed to synthesize the given product. (1) Given the product [CH3:15][C:16]1[N:21]2[N:22]=[C:23]([CH:25]=[CH:12][C:4]3[N:5]=[C:6]([N:7]4[CH2:11][CH2:10][CH2:9][CH2:8]4)[N:2]([CH3:1])[N:3]=3)[N:24]=[C:20]2[C:19]([CH3:45])=[N:18][CH:17]=1, predict the reactants needed to synthesize it. The reactants are: [CH3:1][N:2]1[C:6]([N:7]2[CH2:11][CH2:10][CH2:9][CH2:8]2)=[N:5][C:4]([CH:12]=O)=[N:3]1.[Cl-].[CH3:15][C:16]1[N:21]2[N:22]=[C:23]([CH2:25][P+](C3C=CC=CC=3)(C3C=CC=CC=3)C3C=CC=CC=3)[N:24]=[C:20]2[C:19]([CH3:45])=[N:18][CH:17]=1. (2) Given the product [CH2:1]([O:3][C:4](=[O:18])[CH:5]([O:15][CH2:16][CH3:17])[CH2:6][C:7]1[CH:12]=[CH:11][C:10]([O:13][CH2:26][CH2:25][C:24]2[S:23][C:22]([C:28]3[CH:33]=[CH:32][CH:31]=[CH:30][CH:29]=3)=[N:21][C:20]=2[CH3:19])=[CH:9][C:8]=1[CH3:14])[CH3:2], predict the reactants needed to synthesize it. The reactants are: [CH2:1]([O:3][C:4](=[O:18])[CH:5]([O:15][CH2:16][CH3:17])[CH2:6][C:7]1[CH:12]=[CH:11][C:10]([OH:13])=[CH:9][C:8]=1[CH3:14])[CH3:2].[CH3:19][C:20]1[N:21]=[C:22]([C:28]2[CH:33]=[CH:32][CH:31]=[CH:30][CH:29]=2)[S:23][C:24]=1[CH2:25][CH2:26]O.CC1N=C(C2C=CC=CC=2)SC=1CO.C1(P(C2C=CC=CC=2)C2C=CC=CC=2)C=CC=CC=1.N(C(OC(C)(C)C)=O)=NC(OC(C)(C)C)=O. (3) The reactants are: [Br:1][C:2]1[CH:3]=[N:4][C:5]2[C:10]([C:11]=1[OH:12])=[CH:9][C:8]([I:13])=[C:7]([Cl:14])[CH:6]=2.ClC1C=[C:18]([NH:23][CH:24]=[C:25]([C:31](OCC)=O)C(OCC)=O)[CH:19]=[CH:20][C:21]=1I.[CH:36]1C=CC(P(C2C=CC=CC=2)C2C=CC=CC=2)=CC=1.[CH3:67][CH:66]([O:65][C:63](/N=N/[C:63]([O:65][CH:66]([CH3:68])[CH3:67])=[O:64])=[O:64])[CH3:68]. Given the product [Br:1][C:2]1[CH:3]=[N:4][C:5]2[C:10]([C:11]=1[O:12][CH2:31][CH2:25][C@H:24]1[CH2:21][CH2:20][CH2:19][CH2:18][N:23]1[C:63]([O:65][C:66]([CH3:68])([CH3:36])[CH3:67])=[O:64])=[CH:9][C:8]([I:13])=[C:7]([Cl:14])[CH:6]=2, predict the reactants needed to synthesize it. (4) Given the product [CH3:1][O:2][C:3]1[CH:18]=[CH:17][C:6]([CH:7]([C:8]2[CH:13]=[CH:12][C:11]([O:14][CH3:15])=[CH:10][CH:9]=2)[C:23]#[N:24])=[CH:5][CH:4]=1, predict the reactants needed to synthesize it. The reactants are: [CH3:1][O:2][C:3]1[CH:18]=[CH:17][C:6]([CH:7](O)[C:8]2[CH:13]=[CH:12][C:11]([O:14][CH3:15])=[CH:10][CH:9]=2)=[CH:5][CH:4]=1.S(Cl)(Cl)=O.[C-:23]#[N:24].[K+].C1OCCOCCOCCOCCOCCOC1. (5) Given the product [CH3:31][O:30][C:28]([C@H:20]1[C@H:19]([C:16]2[CH:17]=[CH:18][C:12]3[O:11][CH2:10][CH2:9][NH:8][CH2:14][C:13]=3[CH:15]=2)[C@H:21]1[C:22]1[CH:23]=[CH:24][CH:25]=[CH:26][CH:27]=1)=[O:29], predict the reactants needed to synthesize it. The reactants are: C(OC([N:8]1[CH2:14][C:13]2[CH:15]=[C:16]([C@@H:19]3[C@@H:21]([C:22]4[CH:27]=[CH:26][CH:25]=[CH:24][CH:23]=4)[C@H:20]3[C:28]([O:30][CH3:31])=[O:29])[CH:17]=[CH:18][C:12]=2[O:11][CH2:10][CH2:9]1)=O)(C)(C)C.